Dataset: Forward reaction prediction with 1.9M reactions from USPTO patents (1976-2016). Task: Predict the product of the given reaction. (1) Given the reactants [CH2:1]([O:8][C:9]1[CH:10]=[C:11]([CH2:17][C:18]#N)[CH:12]=[C:13]([O:15][CH3:16])[CH:14]=1)[C:2]1[CH:7]=[CH:6][CH:5]=[CH:4][CH:3]=1.[OH-:20].[K+].CI.[C:24](=O)([O-])[O-:25].[K+].[K+], predict the reaction product. The product is: [CH2:1]([O:8][C:9]1[CH:10]=[C:11]([CH2:17][C:18]([O:25][CH3:24])=[O:20])[CH:12]=[C:13]([O:15][CH3:16])[CH:14]=1)[C:2]1[CH:7]=[CH:6][CH:5]=[CH:4][CH:3]=1. (2) Given the reactants C([O:3][C:4]([C:6]1[CH:10]=[C:9]([C:11]2[CH:15]=[CH:14][N:13]([CH3:16])[CH:12]=2)[N:8]([C:17]2[CH:18]=[N:19][CH:20]=[CH:21][CH:22]=2)[N:7]=1)=[O:5])C.[OH-].[Na+], predict the reaction product. The product is: [CH3:16][N:13]1[CH:14]=[CH:15][C:11]([C:9]2[N:8]([C:17]3[CH:18]=[N:19][CH:20]=[CH:21][CH:22]=3)[N:7]=[C:6]([C:4]([OH:5])=[O:3])[CH:10]=2)=[CH:12]1. (3) Given the reactants [NH2:1][C:2]1[CH:7]=[CH:6][C:5]([N:8]2[C:16]3[CH:15]=[CH:14][N:13]=[CH:12][C:11]=3[N:10]=[C:9]2[C:17]2[C:18]([NH2:22])=[N:19][O:20][N:21]=2)=[CH:4][CH:3]=1.[CH3:23][N:24]=[C:25]=[O:26], predict the reaction product. The product is: [NH2:22][C:18]1[C:17]([C:9]2[N:8]([C:5]3[CH:6]=[CH:7][C:2]([NH:1][C:25]([NH:24][CH3:23])=[O:26])=[CH:3][CH:4]=3)[C:16]3[CH:15]=[CH:14][N:13]=[CH:12][C:11]=3[N:10]=2)=[N:21][O:20][N:19]=1. (4) The product is: [CH3:51][N:50]([CH3:49])[CH:52]([CH3:43])[CH2:5][C:6]([C:8]1[CH:13]=[C:12]([F:14])[CH:11]=[CH:10][C:9]=1[S:15]([NH:18][C:19]1[C:28]([C:29]([OH:31])=[O:30])=[C:27]2[C:22]([CH:23]3[CH2:33][CH:24]3[CH2:25][O:26]2)=[CH:21][CH:20]=1)(=[O:17])=[O:16])=[O:7]. Given the reactants CN(C)CC[CH2:5][C:6]([C:8]1[CH:13]=[C:12]([F:14])[CH:11]=[CH:10][C:9]=1[S:15]([NH:18][C:19]1[C:28]([C:29]([O:31]C)=[O:30])=[C:27]2[C:22]([CH:23]3[CH2:33][CH:24]3[CH2:25][O:26]2)=[CH:21][CH:20]=1)(=[O:17])=[O:16])=[O:7].C(=O)([O-])[O-].[K+].[K+].N1C=C[C:43](N)=N1.[I-].[Li+].[CH3:49][N:50]([CH:52]=O)[CH3:51], predict the reaction product.